From a dataset of NCI-60 drug combinations with 297,098 pairs across 59 cell lines. Regression. Given two drug SMILES strings and cell line genomic features, predict the synergy score measuring deviation from expected non-interaction effect. Drug 1: CC1OCC2C(O1)C(C(C(O2)OC3C4COC(=O)C4C(C5=CC6=C(C=C35)OCO6)C7=CC(=C(C(=C7)OC)O)OC)O)O. Drug 2: C(CN)CNCCSP(=O)(O)O. Cell line: SW-620. Synergy scores: CSS=26.3, Synergy_ZIP=-0.992, Synergy_Bliss=-2.06, Synergy_Loewe=-26.8, Synergy_HSA=-1.83.